This data is from NCI-60 drug combinations with 297,098 pairs across 59 cell lines. The task is: Regression. Given two drug SMILES strings and cell line genomic features, predict the synergy score measuring deviation from expected non-interaction effect. Drug 1: CC1=C(C(CCC1)(C)C)C=CC(=CC=CC(=CC(=O)O)C)C. Drug 2: CC(C)NC(=O)C1=CC=C(C=C1)CNNC.Cl. Cell line: OVCAR3. Synergy scores: CSS=-8.50, Synergy_ZIP=6.07, Synergy_Bliss=6.60, Synergy_Loewe=-5.38, Synergy_HSA=-5.25.